The task is: Regression/Classification. Given a drug SMILES string, predict its toxicity properties. Task type varies by dataset: regression for continuous values (e.g., LD50, hERG inhibition percentage) or binary classification for toxic/non-toxic outcomes (e.g., AMES mutagenicity, cardiotoxicity, hepatotoxicity). Dataset: herg_karim.. This data is from hERG potassium channel inhibition data for cardiac toxicity prediction from Karim et al.. (1) The compound is COc1cc(C)c2nccc(CCC34CCC(NCc5ccc6c(n5)NC(=O)CO6)(CC3)CO4)c2n1. The result is 1 (blocker). (2) The result is 0 (non-blocker). The compound is Cc1ccc([C@H]2CC[C@@H](N3CC(NC(=O)CNc4n[nH]c5ccc(C(F)(F)F)cc45)C3)CC2)cn1. (3) The compound is Cc1ccnc(C)c1C(=O)N1CCC(C)(N2CCC(N(c3ccccc3)c3ccccc3)CC2)CC1. The result is 1 (blocker). (4) The compound is Oc1ccccc1CC(c1ccccc1)N1CCNCC1. The result is 0 (non-blocker). (5) The result is 1 (blocker). The compound is CCCCN(CC)C/C=C/CCc1ccc(Cl)cc1.